From a dataset of Reaction yield outcomes from USPTO patents with 853,638 reactions. Predict the reaction yield, written as a fraction of the theoretical maximum amount of product (1.0 means a 100% yield; for example, 0.34 means a 34% yield). (1) The reactants are [NH2:1][CH2:2][C:3]([C:6]1[NH:7][C:8]2[C:13]([CH:14]=1)=[CH:12][C:11]([NH:15][C:16]([C:18]1([C:21]3[CH:29]=[CH:28][C:24]4[O:25][CH2:26][O:27][C:23]=4[CH:22]=3)[CH2:20][CH2:19]1)=[O:17])=[CH:10][CH:9]=2)([CH3:5])[CH3:4].N1C=CC=CC=1.[C:36](OC(=O)C)(=[O:38])[CH3:37].O. The catalyst is ClCCl. The product is [C:36]([NH:1][CH2:2][C:3]([C:6]1[NH:7][C:8]2[C:13]([CH:14]=1)=[CH:12][C:11]([NH:15][C:16]([C:18]1([C:21]3[CH:29]=[CH:28][C:24]4[O:25][CH2:26][O:27][C:23]=4[CH:22]=3)[CH2:20][CH2:19]1)=[O:17])=[CH:10][CH:9]=2)([CH3:4])[CH3:5])(=[O:38])[CH3:37]. The yield is 0.730. (2) The reactants are [CH3:1][N:2]1[CH:6]=[C:5]([C:7]2[CH:12]=[C:11]([N+:13]([O-])=O)[CH:10]=[CH:9][C:8]=2[CH3:16])[CH:4]=[N:3]1. The catalyst is CO.[Fe]. The product is [CH3:16][C:8]1[CH:9]=[CH:10][C:11]([NH2:13])=[CH:12][C:7]=1[C:5]1[CH:4]=[N:3][N:2]([CH3:1])[CH:6]=1. The yield is 0.980. (3) The reactants are [CH:1]1([CH2:7][C@H:8]([NH:18][C:19]2[C:22](=[O:23])[C:21](=[O:24])[C:20]=2[N:25]2[CH2:30][CH2:29][CH2:28][CH:27]([CH:31]([C:38]3[CH:43]=[CH:42][CH:41]=[CH:40][C:39]=3[F:44])[O:32][CH2:33][CH2:34][CH2:35][O:36][CH3:37])[CH2:26]2)[CH2:9][NH:10]C(=O)OC(C)(C)C)[CH2:6][CH2:5][CH2:4][CH2:3][CH2:2]1.C(O)(C(F)(F)F)=O. No catalyst specified. The product is [NH2:10][CH2:9][C@@H:8]([NH:18][C:19]1[C:22](=[O:23])[C:21](=[O:24])[C:20]=1[N:25]1[CH2:30][CH2:29][CH2:28][CH:27]([CH:31]([C:38]2[CH:43]=[CH:42][CH:41]=[CH:40][C:39]=2[F:44])[O:32][CH2:33][CH2:34][CH2:35][O:36][CH3:37])[CH2:26]1)[CH2:7][CH:1]1[CH2:2][CH2:3][CH2:4][CH2:5][CH2:6]1. The yield is 0.600. (4) The reactants are [OH:1][C:2]1[CH:7]=[CH:6][C:5]([C:8]2[CH:12]=[C:11]([C:13]([NH2:15])=[O:14])[O:10][N:9]=2)=[CH:4][CH:3]=1.C([O-])([O-])=O.[K+].[K+].[Cl:22][C:23]1[CH:30]=[CH:29][CH:28]=[C:27]([Cl:31])[C:24]=1[CH2:25]Br. The catalyst is [I-].C([N+](CCCC)(CCCC)CCCC)CCC.CN(C=O)C. The product is [Cl:22][C:23]1[CH:30]=[CH:29][CH:28]=[C:27]([Cl:31])[C:24]=1[CH2:25][O:1][C:2]1[CH:3]=[CH:4][C:5]([C:8]2[CH:12]=[C:11]([C:13]([NH2:15])=[O:14])[O:10][N:9]=2)=[CH:6][CH:7]=1. The yield is 0.0900. (5) The reactants are [NH:1]([C:3]1[N:4]=[C:5]2[CH:11]=[CH:10][N:9](S(C3C=CC(C)=CC=3)(=O)=O)[C:6]2=[N:7][CH:8]=1)[NH2:2].[O:22]1[CH2:27][CH2:26][CH:25]([CH:28]=O)[CH2:24][CH2:23]1.C(O)(=O)C.C(O)(=O)C.IC1C=CC=CC=1.[OH-].[Na+]. The catalyst is CO.C(Cl)Cl. The product is [O:22]1[CH2:27][CH2:26][CH:25]([C:28]2[N:4]3[C:5]4[CH:11]=[CH:10][NH:9][C:6]=4[N:7]=[CH:8][C:3]3=[N:1][N:2]=2)[CH2:24][CH2:23]1. The yield is 0.350. (6) The reactants are [Cl:1][C:2]1[N:3]=[CH:4][C:5]([F:13])=[C:6]2[C:11]=1[N:10]=[CH:9][C:8]([OH:12])=[CH:7]2.C1(P(C2C=CC=CC=2)C2C=CC=CC=2)C=CC=CC=1.[O:33]1[CH:37]=[CH:36][N:35]=[C:34]1[CH2:38]O.N(C(OC(C)C)=O)=NC(OC(C)C)=O. The yield is 0.830. The product is [Cl:1][C:2]1[N:3]=[CH:4][C:5]([F:13])=[C:6]2[C:11]=1[N:10]=[CH:9][C:8]([O:12][CH2:38][C:34]1[O:33][CH:37]=[CH:36][N:35]=1)=[CH:7]2. The catalyst is O.C1COCC1. (7) No catalyst specified. The product is [F:1][C:2]1[CH:3]=[C:4]2[C:9](=[CH:10][CH:11]=1)[N:8]=[C:7]([NH:12][C:13]([N:30]1[CH2:31][CH2:32][N:27]([C:23]3[CH:24]=[CH:25][CH:26]=[C:21]([CH3:20])[CH:22]=3)[CH2:28][CH2:29]1)=[O:17])[C:6]([O:18][CH3:19])=[N:5]2. The reactants are [F:1][C:2]1[CH:3]=[C:4]2[C:9](=[CH:10][CH:11]=1)[N:8]=[C:7]([NH:12][C:13](=[O:17])OCC)[C:6]([O:18][CH3:19])=[N:5]2.[CH3:20][C:21]1[CH:22]=[C:23]([N:27]2[CH2:32][CH2:31][NH:30][CH2:29][CH2:28]2)[CH:24]=[CH:25][CH:26]=1. The yield is 0.870.